This data is from Full USPTO retrosynthesis dataset with 1.9M reactions from patents (1976-2016). The task is: Predict the reactants needed to synthesize the given product. (1) Given the product [CH2:1]([N:8]1[CH2:13][CH:14]([CH2:25][O:26][Si:27]([C:30]([CH3:32])([CH3:33])[CH3:31])([CH3:29])[CH3:28])[CH:15]([C:17]2[CH:22]=[CH:21][C:20]([Cl:23])=[C:19]([Cl:24])[CH:18]=2)[O:16][CH2:10][C:9]1=[O:12])[C:2]1[CH:7]=[CH:6][CH:5]=[CH:4][CH:3]=1, predict the reactants needed to synthesize it. The reactants are: [CH2:1]([N:8]([CH2:13][CH:14]([CH2:25][O:26][Si:27]([C:30]([CH3:33])([CH3:32])[CH3:31])([CH3:29])[CH3:28])[CH:15]([C:17]1[CH:22]=[CH:21][C:20]([Cl:23])=[C:19]([Cl:24])[CH:18]=1)[OH:16])[C:9](=[O:12])[CH2:10]Cl)[C:2]1[CH:7]=[CH:6][CH:5]=[CH:4][CH:3]=1.CC(C)([O-])C.[Na+]. (2) Given the product [CH3:43][N:40]1[CH2:39][CH2:38][N:37]([C:35]([C:30]2[CH:31]=[CH:32][CH:33]=[CH:34][C:29]=2[NH:28][C:2]2[C:7]([C:8]([F:11])([F:10])[F:9])=[CH:6][N:5]=[C:4]([NH:12][C:13]3[CH:27]=[CH:26][C:16]([CH2:17][P:18](=[O:25])([O:19][CH2:20][CH3:21])[O:22][CH2:23][CH3:24])=[CH:15][CH:14]=3)[N:3]=2)=[O:36])[CH2:42][CH2:41]1, predict the reactants needed to synthesize it. The reactants are: Cl[C:2]1[C:7]([C:8]([F:11])([F:10])[F:9])=[CH:6][N:5]=[C:4]([NH:12][C:13]2[CH:27]=[CH:26][C:16]([CH2:17][P:18](=[O:25])([O:22][CH2:23][CH3:24])[O:19][CH2:20][CH3:21])=[CH:15][CH:14]=2)[N:3]=1.[NH2:28][C:29]1[CH:34]=[CH:33][CH:32]=[CH:31][C:30]=1[C:35]([N:37]1[CH2:42][CH2:41][N:40]([CH3:43])[CH2:39][CH2:38]1)=[O:36]. (3) Given the product [CH3:5][C:6]([OH:10])([C:8]#[C:9][CH:14]([OH:15])[CH2:13][CH:12]([CH3:11])[CH2:16]/[CH:17]=[CH:18]\[CH2:19][CH2:20][CH3:21])[CH3:7], predict the reactants needed to synthesize it. The reactants are: C(Br)C.[Mg].[CH3:5][C:6]([OH:10])([C:8]#[CH:9])[CH3:7].[CH3:11][CH:12]([CH2:16]/[CH:17]=[CH:18]\[CH2:19][CH2:20][CH3:21])[CH2:13][CH2:14][OH:15]. (4) Given the product [F:16][C:17]1[CH:22]=[CH:21][C:20]([N:23]2[C:9]([CH2:10][CH:11]([CH3:13])[CH3:12])=[CH:8][C:2]([C:3]([O:5][CH2:6][CH3:7])=[O:4])=[N:24]2)=[CH:19][CH:18]=1, predict the reactants needed to synthesize it. The reactants are: O/[C:2](=[CH:8]\[C:9](=O)[CH2:10][CH:11]([CH3:13])[CH3:12])/[C:3]([O:5][CH2:6][CH3:7])=[O:4].Cl.[F:16][C:17]1[CH:22]=[CH:21][C:20]([NH:23][NH2:24])=[CH:19][CH:18]=1.Cl.CCCCCC. (5) Given the product [NH:1]1[CH:5]=[CH:4][N:3]=[C:2]1[NH:6][CH2:7][CH2:8][CH:9]([CH3:11])[CH3:10], predict the reactants needed to synthesize it. The reactants are: [NH:1]1[CH:5]=[CH:4][N:3]=[C:2]1[NH:6][C:7](=O)[CH2:8][CH:9]([CH3:11])[CH3:10].C1(C)C=CC=CC=1. (6) Given the product [N+:8]([C:7]1[CH:6]=[CH:5][C:4]([C:12]([OH:14])=[O:13])=[C:3]([CH3:11])[CH:2]=1)([O-:10])=[O:9], predict the reactants needed to synthesize it. The reactants are: I[C:2]1[C:7]([N+:8]([O-:10])=[O:9])=[CH:6][CH:5]=[CH:4][C:3]=1[CH3:11].[C:12](=O)([O-:14])[O-:13].[K+].[K+].[C]=O.C(OCC)C. (7) The reactants are: [CH3:1][C:2]([CH3:31])([CH3:30])[C:3]#[C:4][C:5]1[S:9][C:8]([C:10]([OH:12])=[O:11])=[C:7]([N:13]([C@H:23]2[CH2:28][CH2:27][C@@H:26](O)[CH2:25][CH2:24]2)[C:14]([C@H:16]2[CH2:21][CH2:20][C@H:19]([CH3:22])[CH2:18][CH2:17]2)=[O:15])[CH:6]=1.C(N(S(F)(F)[F:38])CC)C. Given the product [CH3:1][C:2]([CH3:31])([CH3:30])[C:3]#[C:4][C:5]1[S:9][C:8]([C:10]([OH:12])=[O:11])=[C:7]([N:13]([C@H:23]2[CH2:28][CH2:27][C@H:26]([F:38])[CH2:25][CH2:24]2)[C:14]([C@H:16]2[CH2:21][CH2:20][C@H:19]([CH3:22])[CH2:18][CH2:17]2)=[O:15])[CH:6]=1, predict the reactants needed to synthesize it. (8) Given the product [F:26][C:11]([F:10])([F:25])[C:12]1[C:20]2[CH2:19][CH2:18][CH2:17][CH2:16][C:15]=2[N:14]([CH2:21][C:22]([NH:1][C:2]2[S:3][CH:4]=[CH:5][C:6]=2[C:7]([NH2:9])=[O:8])=[O:23])[N:13]=1, predict the reactants needed to synthesize it. The reactants are: [NH2:1][C:2]1[S:3][CH:4]=[CH:5][C:6]=1[C:7]([NH2:9])=[O:8].[F:10][C:11]([F:26])([F:25])[C:12]1[C:20]2[CH2:19][CH2:18][CH2:17][CH2:16][C:15]=2[N:14]([CH2:21][C:22](O)=[O:23])[N:13]=1.C(N1C=CN=C1)(N1C=CN=C1)=O.